This data is from Reaction yield outcomes from USPTO patents with 853,638 reactions. The task is: Predict the reaction yield, written as a fraction of the theoretical maximum amount of product (1.0 means a 100% yield; for example, 0.34 means a 34% yield). The reactants are [CH2:1]([O:8][C:9]1[CH:18]=[C:17]2[C:12]([C:13](Cl)=[CH:14][C:15]([CH3:19])=[N:16]2)=[CH:11][C:10]=1[F:21])[C:2]1[CH:7]=[CH:6][CH:5]=[CH:4][CH:3]=1.[NH:22]1[CH2:26][CH2:25][CH2:24][CH2:23]1. No catalyst specified. The product is [CH2:1]([O:8][C:9]1[CH:18]=[C:17]2[C:12]([C:13]([N:22]3[CH2:26][CH2:25][CH2:24][CH2:23]3)=[CH:14][C:15]([CH3:19])=[N:16]2)=[CH:11][C:10]=1[F:21])[C:2]1[CH:7]=[CH:6][CH:5]=[CH:4][CH:3]=1. The yield is 0.462.